Predict the product of the given reaction. From a dataset of Forward reaction prediction with 1.9M reactions from USPTO patents (1976-2016). (1) Given the reactants Cl[C:2]1[C:7]([CH3:8])=[N:6][C:5]([CH3:9])=[CH:4][N:3]=1.[CH3:10][O:11][C:12]1[CH:17]=[CH:16][C:15](B(O)O)=[CH:14][CH:13]=1.C(=O)([O-])[O-].[Na+].[Na+], predict the reaction product. The product is: [CH3:10][O:11][C:12]1[CH:17]=[CH:16][C:15]([C:2]2[C:7]([CH3:8])=[N:6][C:5]([CH3:9])=[CH:4][N:3]=2)=[CH:14][CH:13]=1. (2) Given the reactants [CH2:1]([C:3]1[C:4]([CH:23]([OH:43])[C:24]2[N:28](COCC[Si](C)(C)C)[C:27]3[CH:37]=[CH:38][C:39]([C:41]#[N:42])=[CH:40][C:26]=3[N:25]=2)=[C:5]2[C:9](=[C:10]([CH3:12])[CH:11]=1)[N:8](S(C1C=CC(C)=CC=1)(=O)=O)[CH:7]=[CH:6]2)[CH3:2].C(C1C(C(O)C2N(COCC[Si](C)(C)C)C3C=C(C#N)C=CC=3N=2)=C2C(=C(C)C=1)N(S(C1C=CC(C)=CC=1)(=O)=O)C=C2)C, predict the reaction product. The product is: [CH2:1]([C:3]1[CH:11]=[C:10]([CH3:12])[C:9]2[NH:8][CH:7]=[CH:6][C:5]=2[C:4]=1[C:23]([C:24]1[NH:28][C:27]2[CH:37]=[CH:38][C:39]([C:41]#[N:42])=[CH:40][C:26]=2[N:25]=1)=[O:43])[CH3:2]. (3) Given the reactants [C-]#N.[Na+].[CH3:4][N:5](C)C=O.[Si:9]([O:16][CH:17]1[CH2:22][CH2:21][N:20]([C:23]([C:36]2[CH:41]=[CH:40][CH:39]=[CH:38][CH:37]=2)([C:30]2[CH:35]=[CH:34][CH:33]=[CH:32][CH:31]=2)[C:24]2[CH:29]=[CH:28][CH:27]=[CH:26][CH:25]=2)[CH2:19]/[C:18]/1=[CH:42]\[CH2:43]OS(C1C=CC(C)=CC=1)(=O)=O)([C:12]([CH3:15])([CH3:14])[CH3:13])([CH3:11])[CH3:10], predict the reaction product. The product is: [Si:9]([O:16][CH:17]1[CH2:22][CH2:21][N:20]([C:23]([C:30]2[CH:35]=[CH:34][CH:33]=[CH:32][CH:31]=2)([C:24]2[CH:29]=[CH:28][CH:27]=[CH:26][CH:25]=2)[C:36]2[CH:41]=[CH:40][CH:39]=[CH:38][CH:37]=2)[CH2:19]/[C:18]/1=[CH:42]\[CH2:43][C:4]#[N:5])([C:12]([CH3:14])([CH3:15])[CH3:13])([CH3:10])[CH3:11]. (4) Given the reactants [CH3:1][N:2]([CH3:6])[C:3](Cl)=[O:4].Cl.[NH2:8][C@H:9]1[CH2:18][C:17]2[C:12](=[CH:13][CH:14]=[C:15]([O:19][C:20]3[CH:25]=[CH:24][CH:23]=[CH:22][CH:21]=3)[CH:16]=2)[N:11]([OH:26])[C:10]1=[O:27], predict the reaction product. The product is: [NH2:8][C@H:9]1[CH2:18][C:17]2[C:12](=[CH:13][CH:14]=[C:15]([O:19][C:20]3[CH:25]=[CH:24][CH:23]=[CH:22][CH:21]=3)[CH:16]=2)[N:11]([O:26][C:3](=[O:4])[N:2]([CH3:6])[CH3:1])[C:10]1=[O:27]. (5) Given the reactants [Cl:1][C:2]1[N:7]=[C:6]([NH:8][CH3:9])[C:5]([NH2:10])=[CH:4][CH:3]=1.[S:11](N)(N)(=[O:13])=[O:12].N1C=CC=CC=1.O, predict the reaction product. The product is: [Cl:1][C:2]1[N:7]=[C:6]2[N:8]([CH3:9])[S:11](=[O:13])(=[O:12])[NH:10][C:5]2=[CH:4][CH:3]=1. (6) Given the reactants [Br:1][C:2]1[CH:10]=[C:9]2[C:5]([CH:6]=[CH:7][NH:8]2)=[CH:4][CH:3]=1.[H-].[Na+].Cl[Si:14]([CH:21]([CH3:23])[CH3:22])([CH:18]([CH3:20])[CH3:19])[CH:15]([CH3:17])[CH3:16], predict the reaction product. The product is: [Br:1][C:2]1[CH:10]=[C:9]2[C:5]([CH:6]=[CH:7][N:8]2[Si:14]([CH:21]([CH3:23])[CH3:22])([CH:18]([CH3:20])[CH3:19])[CH:15]([CH3:17])[CH3:16])=[CH:4][CH:3]=1. (7) Given the reactants [Br:1][C:2]1[CH:7]=[CH:6][C:5]([CH2:8][CH2:9][S:10]([NH:13][C:14]2[CH:19]=[CH:18][C:17]([CH3:20])=[CH:16][C:15]=2[S:21]([NH2:24])(=[O:23])=[O:22])(=[O:12])=[O:11])=[CH:4][CH:3]=1.[OH-:25].[Na+].[Mn]([O-])(=O)(=O)=O.[K+].[OH2:33], predict the reaction product. The product is: [Br:1][C:2]1[CH:7]=[CH:6][C:5]([CH2:8][CH2:9][S:10]([NH:13][C:14]2[CH:19]=[CH:18][C:17]([C:20]([OH:33])=[O:25])=[CH:16][C:15]=2[S:21](=[O:23])(=[O:22])[NH2:24])(=[O:11])=[O:12])=[CH:4][CH:3]=1. (8) Given the reactants [CH2:1]1[C:6]2[C:7]3[C:13](=[O:14])[NH:12][C:11]4[CH:15]=[CH:16][CH:17]=[CH:18][C:10]=4[S:9][C:8]=3[S:19][C:5]=2[CH2:4][CH2:3][CH2:2]1.ClC1C(=O)C(C#N)=C(C#N)C(=O)C=1Cl, predict the reaction product. The product is: [CH:1]1[C:6]2[C:7]3[C:13](=[O:14])[NH:12][C:11]4[CH:15]=[CH:16][CH:17]=[CH:18][C:10]=4[S:9][C:8]=3[S:19][C:5]=2[CH:4]=[CH:3][CH:2]=1.